Dataset: Full USPTO retrosynthesis dataset with 1.9M reactions from patents (1976-2016). Task: Predict the reactants needed to synthesize the given product. (1) Given the product [CH2:1]([O:8][C:9]1[CH:18]=[C:17]2[C:12]([C:13]([Cl:24])=[CH:14][C:15]([CH3:19])=[N:16]2)=[CH:11][C:10]=1[Br:21])[C:2]1[CH:7]=[CH:6][CH:5]=[CH:4][CH:3]=1, predict the reactants needed to synthesize it. The reactants are: [CH2:1]([O:8][C:9]1[CH:18]=[C:17]2[C:12]([C:13](O)=[CH:14][C:15]([CH3:19])=[N:16]2)=[CH:11][C:10]=1[Br:21])[C:2]1[CH:7]=[CH:6][CH:5]=[CH:4][CH:3]=1.P(Cl)(Cl)([Cl:24])=O. (2) Given the product [F:12][C:13]1[CH:18]=[CH:17][C:16]([O:19][CH:2]([CH2:8][CH2:9][CH2:10][CH3:11])[C:3]([OH:5])=[O:4])=[CH:15][CH:14]=1.[F:12][C:13]1[CH:18]=[CH:17][C:16]([O:19][CH:2]([CH2:8][CH2:9][CH2:10][CH3:11])[C:3]([NH:20][C:21]2[S:22][CH:23]=[CH:24][N:25]=2)=[O:5])=[CH:15][CH:14]=1, predict the reactants needed to synthesize it. The reactants are: O[CH:2]([CH2:8][CH2:9][CH2:10][CH3:11])[C:3]([O:5]CC)=[O:4].[F:12][C:13]1[CH:18]=[CH:17][C:16]([OH:19])=[CH:15][CH:14]=1.[NH2:20][C:21]1[S:22][CH:23]=[CH:24][N:25]=1.